From a dataset of CYP2C19 inhibition data for predicting drug metabolism from PubChem BioAssay. Regression/Classification. Given a drug SMILES string, predict its absorption, distribution, metabolism, or excretion properties. Task type varies by dataset: regression for continuous measurements (e.g., permeability, clearance, half-life) or binary classification for categorical outcomes (e.g., BBB penetration, CYP inhibition). Dataset: cyp2c19_veith. The drug is Cc1cnc(CNc2ncncc2-c2ccccc2Cl)cn1. The result is 1 (inhibitor).